This data is from Reaction yield outcomes from USPTO patents with 853,638 reactions. The task is: Predict the reaction yield, written as a fraction of the theoretical maximum amount of product (1.0 means a 100% yield; for example, 0.34 means a 34% yield). (1) The reactants are [NH2:1][C:2]1[N:7]=[C:6]([N:8]2[C:12]3[CH:13]=[C:14](Br)[CH:15]=[CH:16][C:11]=3[N:10]=[C:9]2[NH:18][CH2:19][CH2:20][O:21][CH3:22])[CH:5]=[CH:4][N:3]=1.[CH3:23][C:24]([OH:28])([C:26]#[CH:27])[CH3:25].C(N(CC)CC)C. The catalyst is CS(C)=O.Cl[Pd](Cl)([P](C1C=CC=CC=1)(C1C=CC=CC=1)C1C=CC=CC=1)[P](C1C=CC=CC=1)(C1C=CC=CC=1)C1C=CC=CC=1. The product is [NH2:1][C:2]1[N:7]=[C:6]([N:8]2[C:12]3[CH:13]=[C:14]([C:27]#[C:26][C:24]([CH3:25])([OH:28])[CH3:23])[CH:15]=[CH:16][C:11]=3[N:10]=[C:9]2[NH:18][CH2:19][CH2:20][O:21][CH3:22])[CH:5]=[CH:4][N:3]=1. The yield is 0.0400. (2) The reactants are P12(SP3(SP(SP(S3)(S1)=S)(=S)S2)=S)=[S:2].C([O-])([O-])=O.[Na+].[Na+].[Cl:21][C:22]1[CH:27]=[CH:26][C:25]([C:28]2[C:34]3[CH:35]=[C:36]([O:39][CH3:40])[CH:37]=[CH:38][C:33]=3[NH:32][C:31](=O)[C@H:30]([CH2:42][C:43]([O:45][CH3:46])=[O:44])[N:29]=2)=[CH:24][CH:23]=1. The catalyst is ClCCCl. The product is [Cl:21][C:22]1[CH:27]=[CH:26][C:25]([C:28]2[C:34]3[CH:35]=[C:36]([O:39][CH3:40])[CH:37]=[CH:38][C:33]=3[NH:32][C:31](=[S:2])[C@H:30]([CH2:42][C:43]([O:45][CH3:46])=[O:44])[N:29]=2)=[CH:24][CH:23]=1. The yield is 0.980.